From a dataset of TCR-epitope binding with 47,182 pairs between 192 epitopes and 23,139 TCRs. Binary Classification. Given a T-cell receptor sequence (or CDR3 region) and an epitope sequence, predict whether binding occurs between them. (1) The epitope is AVFDRKSDAK. The TCR CDR3 sequence is CASSNTPLDEAFF. Result: 1 (the TCR binds to the epitope). (2) The epitope is KAYNVTQAF. The TCR CDR3 sequence is CASRAGELFF. Result: 1 (the TCR binds to the epitope).